This data is from Full USPTO retrosynthesis dataset with 1.9M reactions from patents (1976-2016). The task is: Predict the reactants needed to synthesize the given product. (1) Given the product [CH3:33][S:34]([O:1][CH2:2][C@@H:3]1[CH2:8][CH2:7][CH2:6][CH2:5][C@@H:4]1[O:9][C:10]1[CH:22]=[CH:21][C:13]2[C:14]([C:17]([F:20])([F:19])[F:18])=[N:15][O:16][C:12]=2[C:11]=1[CH2:23][CH2:24][CH3:25])(=[O:36])=[O:35], predict the reactants needed to synthesize it. The reactants are: [OH:1][CH2:2][C@H:3]1[CH2:8][CH2:7][CH2:6][CH2:5][C@H:4]1[O:9][C:10]1[CH:22]=[CH:21][C:13]2[C:14]([C:17]([F:20])([F:19])[F:18])=[N:15][O:16][C:12]=2[C:11]=1[CH2:23][CH2:24][CH3:25].CCN(CC)CC.[CH3:33][S:34](Cl)(=[O:36])=[O:35]. (2) The reactants are: [CH2:1]([C:3]1[S:4][C:5]2[C:10]3[CH2:11][CH2:12][N:13](C(OC(C)(C)C)=O)[CH2:14][CH2:15][C:9]=3[CH:8]=[CH:7][C:6]=2[N:23]=1)[CH3:2].C(O)(C(F)(F)F)=O. Given the product [CH2:1]([C:3]1[S:4][C:5]2[C:10]3[CH2:11][CH2:12][NH:13][CH2:14][CH2:15][C:9]=3[CH:8]=[CH:7][C:6]=2[N:23]=1)[CH3:2], predict the reactants needed to synthesize it.